Predict the product of the given reaction. From a dataset of Forward reaction prediction with 1.9M reactions from USPTO patents (1976-2016). (1) The product is: [Br:31][C:32]1[CH:37]=[CH:36][C:12]([CH2:11][CH2:10][NH:13][C:14]([C:16]2[S:17][CH:18]=[CH:19][C:20]=2[NH:21][C:22]2[CH:27]=[CH:26][N:25]=[C:24]3[NH:28][CH:29]=[CH:30][C:23]=23)=[O:15])=[CH:34][CH:33]=1. Given the reactants C(OC(N1[CH2:12][CH2:11][CH:10]([NH:13][C:14]([C:16]2[S:17][CH:18]=[CH:19][C:20]=2[NH:21][C:22]2[CH:27]=[CH:26][N:25]=[C:24]3[NH:28][CH:29]=[CH:30][C:23]=23)=[O:15])C1)=O)(C)(C)C.[Br:31][C:32]1[CH:37]=[CH:36]C(CCN)=[CH:34][CH:33]=1, predict the reaction product. (2) The product is: [C:1]([O:5][C:6](=[O:7])[NH:8][C@@H:9]([CH2:13][C:14]1[C:22]2[C:17](=[CH:18][CH:19]=[C:20]([O:23][C:24]3[C:29]([C:30]#[N:31])=[CH:28][CH:27]=[CH:26][N:25]=3)[CH:21]=2)[NH:16][CH:15]=1)[C:10]([N:36]1[CH2:37][C@@H:33]([F:32])[CH2:34][C@H:35]1[C:38](=[O:39])[NH2:40])=[O:12])([CH3:2])([CH3:3])[CH3:4]. Given the reactants [C:1]([O:5][C:6]([NH:8][CH:9]([CH2:13][C:14]1[C:22]2[C:17](=[CH:18][CH:19]=[C:20]([O:23][C:24]3[C:29]([C:30]#[N:31])=[CH:28][CH:27]=[CH:26][N:25]=3)[CH:21]=2)[NH:16][CH:15]=1)[C:10]([OH:12])=O)=[O:7])([CH3:4])([CH3:3])[CH3:2].[F:32][CH:33]1[CH2:37][NH:36][CH:35]([C:38]([NH2:40])=[O:39])[CH2:34]1.ON1C2C=CC=CC=2N=N1.C(N(CC)C(C)C)(C)C.C(N=C=NCCCN(C)C)C, predict the reaction product. (3) Given the reactants C(OP(O[CH2:10][C:11]1[O:15][N:14]=[C:13]([C:16]([O:18][CH2:19][CH3:20])=[O:17])[CH:12]=1)(OCC)=O)C.[CH3:21][C:22]1[CH:27]=[CH:26][CH:25]=[CH:24][C:23]=1B(O)O.C(=O)([O-])[O-].[K+].[K+].C1(P(C2C=CC=CC=2)C2C=CC=CC=2)C=CC=CC=1, predict the reaction product. The product is: [CH3:21][C:22]1[CH:27]=[CH:26][CH:25]=[CH:24][C:23]=1[CH2:10][C:11]1[O:15][N:14]=[C:13]([C:16]([O:18][CH2:19][CH3:20])=[O:17])[CH:12]=1. (4) Given the reactants [Br:1][C:2]1[CH:3]=[C:4]([CH:7]=[CH:8][CH:9]=1)[CH:5]=[O:6].[C:10]1([Mg]Br)[CH:15]=[CH:14][CH:13]=[CH:12][CH:11]=1, predict the reaction product. The product is: [Br:1][C:2]1[CH:3]=[C:4]([CH:5]([C:10]2[CH:15]=[CH:14][CH:13]=[CH:12][CH:11]=2)[OH:6])[CH:7]=[CH:8][CH:9]=1. (5) Given the reactants [O:1]1[CH2:6][CH2:5][CH2:4][CH2:3][CH:2]1[N:7]1[CH:11]=[C:10](B2OC(C)(C)C(C)(C)O2)[CH:9]=[N:8]1.[F:21][C:22]([F:64])([F:63])[C:23]1[CH:24]=[C:25]([CH:56]=[C:57]([C:59]([F:62])([F:61])[F:60])[CH:58]=1)[CH2:26][N:27]([C:49]1[N:54]=[CH:53][C:52](Br)=[CH:51][N:50]=1)[C@@H:28]1[CH2:32][N:31]([C:33]2[C:38]([Cl:39])=[CH:37][N:36]=[C:35]([N:40]3[CH2:45][CH2:44][CH:43]([OH:46])[CH2:42][CH2:41]3)[N:34]=2)[C@H:30]([CH2:47][CH3:48])[CH2:29]1.N#N.C([O-])([O-])=O.[Na+].[Na+], predict the reaction product. The product is: [F:62][C:59]([F:60])([F:61])[C:57]1[CH:56]=[C:25]([CH:24]=[C:23]([C:22]([F:21])([F:63])[F:64])[CH:58]=1)[CH2:26][N:27]([C:49]1[N:54]=[CH:53][C:52]([C:10]2[CH:9]=[N:8][N:7]([CH:2]3[CH2:3][CH2:4][CH2:5][CH2:6][O:1]3)[CH:11]=2)=[CH:51][N:50]=1)[C@@H:28]1[CH2:32][N:31]([C:33]2[C:38]([Cl:39])=[CH:37][N:36]=[C:35]([N:40]3[CH2:41][CH2:42][CH:43]([OH:46])[CH2:44][CH2:45]3)[N:34]=2)[C@H:30]([CH2:47][CH3:48])[CH2:29]1. (6) Given the reactants [CH3:1][N:2]1[CH:6]=[C:5]([C:7]#[C:8][C:9]#[C:10][C:11]2[CH:20]=[CH:19][C:14]([C:15]([O:17]C)=[O:16])=[CH:13][CH:12]=2)[CH:4]=[N:3]1.CO.Cl.C([O-])(O)=O.[Na+], predict the reaction product. The product is: [CH3:1][N:2]1[CH:6]=[C:5]([C:7]#[C:8][C:9]#[C:10][C:11]2[CH:12]=[CH:13][C:14]([C:15]([OH:17])=[O:16])=[CH:19][CH:20]=2)[CH:4]=[N:3]1.